Task: Predict the reactants needed to synthesize the given product.. Dataset: Full USPTO retrosynthesis dataset with 1.9M reactions from patents (1976-2016) (1) Given the product [NH2:1][C:2]1[C:7]([OH:8])=[CH:6][CH:5]=[CH:4][C:3]=1[C:10]([C:12]1[CH:13]=[CH:14][C:15]([CH:18]([CH3:20])[CH3:19])=[CH:16][CH:17]=1)=[O:11], predict the reactants needed to synthesize it. The reactants are: [NH2:1][C:2]1[C:7]([O:8]C)=[CH:6][CH:5]=[CH:4][C:3]=1[C:10]([C:12]1[CH:17]=[CH:16][C:15]([CH:18]([CH3:20])[CH3:19])=[CH:14][CH:13]=1)=[O:11].B(Br)(Br)Br.S([O-])([O-])(=O)=S. (2) Given the product [CH2:44]1[C:45]2[C:50](=[CH:49][CH:48]=[CH:47][CH:46]=2)[CH2:51][CH2:52][N:43]1[CH2:42][CH:41]([OH:53])[CH2:40][NH:39][C:12]([C:7]1[CH:8]=[C:9]2[C:4](=[CH:5][CH:6]=1)[N:3]=[C:2]([CH3:1])[CH:11]=[CH:10]2)=[O:14], predict the reactants needed to synthesize it. The reactants are: [CH3:1][C:2]1[CH:11]=[CH:10][C:9]2[C:4](=[CH:5][CH:6]=[C:7]([C:12]([OH:14])=O)[CH:8]=2)[N:3]=1.CN(C(ON1N=NC2C=CC=NC1=2)=[N+](C)C)C.F[P-](F)(F)(F)(F)F.[NH2:39][CH2:40][CH:41]([OH:53])[CH2:42][N:43]1[CH2:52][CH2:51][C:50]2[C:45](=[CH:46][CH:47]=[CH:48][CH:49]=2)[CH2:44]1.